From a dataset of Forward reaction prediction with 1.9M reactions from USPTO patents (1976-2016). Predict the product of the given reaction. (1) Given the reactants S(Cl)([Cl:3])=O.[CH3:5][C@@H:6]1[CH2:10][CH2:9][C@@H:8]([CH3:11])[N:7]1[CH2:12][C:13]1[CH:18]=[C:17]([CH2:19]O)[CH:16]=[CH:15][C:14]=1[C:21]1[CH:26]=[C:25]([O:27][CH3:28])[CH:24]=[CH:23][C:22]=1[F:29], predict the reaction product. The product is: [Cl:3][CH2:19][C:17]1[CH:16]=[CH:15][C:14]([C:21]2[CH:26]=[C:25]([O:27][CH3:28])[CH:24]=[CH:23][C:22]=2[F:29])=[C:13]([CH2:12][N:7]2[C@H:8]([CH3:11])[CH2:9][CH2:10][C@H:6]2[CH3:5])[CH:18]=1. (2) Given the reactants [OH:1][C:2]1[CH:13]=[CH:12][CH:11]=[CH:10][C:3]=1[O:4][CH2:5][C:6]([O:8][CH3:9])=[O:7].F[C:15]1[CH:20]=[C:19]([N:21]2[C:26](=[O:27])[CH:25]=[C:24]([C:28]([F:31])([F:30])[F:29])[N:23]([CH3:32])[C:22]2=[O:33])[C:18]([F:34])=[CH:17][C:16]=1[N+:35]([O-:37])=[O:36].C(=O)([O-])[O-].[K+].[K+].Cl, predict the reaction product. The product is: [F:34][C:18]1[C:19]([N:21]2[C:26](=[O:27])[CH:25]=[C:24]([C:28]([F:31])([F:30])[F:29])[N:23]([CH3:32])[C:22]2=[O:33])=[CH:20][C:15]([O:1][C:2]2[CH:13]=[CH:12][CH:11]=[CH:10][C:3]=2[O:4][CH2:5][C:6]([O:8][CH3:9])=[O:7])=[C:16]([N+:35]([O-:37])=[O:36])[CH:17]=1. (3) Given the reactants [CH3:1][O:2][C:3]1[CH:12]=[CH:11][CH:10]=[C:9]2[C:4]=1[CH:5]=[CH:6][C:7](Cl)=[N:8]2.[CH3:14][O:15][C:16]1[CH:23]=[CH:22][CH:21]=[CH:20][C:17]=1[CH2:18][NH2:19], predict the reaction product. The product is: [CH3:14][O:15][C:16]1[CH:23]=[CH:22][CH:21]=[CH:20][C:17]=1[CH2:18][NH:19][C:7]1[CH:6]=[CH:5][C:4]2[C:9](=[CH:10][CH:11]=[CH:12][C:3]=2[O:2][CH3:1])[N:8]=1.